Dataset: Peptide-MHC class II binding affinity with 134,281 pairs from IEDB. Task: Regression. Given a peptide amino acid sequence and an MHC pseudo amino acid sequence, predict their binding affinity value. This is MHC class II binding data. (1) The peptide sequence is KKVINLSELLADSEI. The MHC is DRB1_0101 with pseudo-sequence DRB1_0101. The binding affinity (normalized) is 0.725. (2) The peptide sequence is PRSLFPEFSELFAAF. The MHC is DRB1_0405 with pseudo-sequence DRB1_0405. The binding affinity (normalized) is 0.228. (3) The peptide sequence is EEGKCGLNSVDSLEH. The MHC is DRB1_0701 with pseudo-sequence DRB1_0701. The binding affinity (normalized) is 0.339.